Predict which catalyst facilitates the given reaction. From a dataset of Catalyst prediction with 721,799 reactions and 888 catalyst types from USPTO. (1) Reactant: C(N(S(F)(F)[F:7])CC)C.O[C:11]1([CH3:27])[CH2:15][O:14][CH2:13][CH:12]1[NH:16][C:17](=[O:26])[O:18][CH2:19][C:20]1[CH:25]=[CH:24][CH:23]=[CH:22][CH:21]=1. Product: [F:7][C:11]1([CH3:27])[CH2:15][O:14][CH2:13][CH:12]1[NH:16][C:17](=[O:26])[O:18][CH2:19][C:20]1[CH:25]=[CH:24][CH:23]=[CH:22][CH:21]=1. The catalyst class is: 4. (2) Reactant: [C:1](/[CH:3]=[CH:4]/[S:5]([C:8]1[CH:13]=[CH:12][C:11]([C:14]([CH3:28])([CH3:27])[C:15]([NH:17][NH:18][C:19]([CH:21]2[CH2:26][CH2:25][CH2:24][CH2:23][CH2:22]2)=[O:20])=O)=[CH:10][CH:9]=1)(=[O:7])=[O:6])#[N:2].P(Cl)(Cl)(Cl)=O. Product: [CH:21]1([C:19]2[O:20][C:15]([C:14]([C:11]3[CH:12]=[CH:13][C:8]([S:5](/[CH:4]=[CH:3]/[C:1]#[N:2])(=[O:6])=[O:7])=[CH:9][CH:10]=3)([CH3:28])[CH3:27])=[N:17][N:18]=2)[CH2:22][CH2:23][CH2:24][CH2:25][CH2:26]1. The catalyst class is: 12. (3) Reactant: C([O:8][C:9]1[CH:37]=[CH:36][C:12]([C:13]([NH:15][CH2:16][C:17]([NH:19][C@H:20]2[CH2:25][CH2:24][C@@H:23]([C:26]([O:28][C:29]([CH3:32])([CH3:31])[CH3:30])=[O:27])[CH2:22][C@H:21]2[C:33]([OH:35])=[O:34])=[O:18])=[O:14])=[CH:11][C:10]=1[C:38]([CH3:41])([CH3:40])[CH3:39])C1C=CC=CC=1.[H][H]. Product: [C:29]([O:28][C:26]([C@H:23]1[CH2:22][C@@H:21]([C:33]([OH:35])=[O:34])[C@@H:20]([NH:19][C:17](=[O:18])[CH2:16][NH:15][C:13](=[O:14])[C:12]2[CH:36]=[CH:37][C:9]([OH:8])=[C:10]([C:38]([CH3:41])([CH3:40])[CH3:39])[CH:11]=2)[CH2:25][CH2:24]1)=[O:27])([CH3:32])([CH3:30])[CH3:31]. The catalyst class is: 19.